From a dataset of Catalyst prediction with 721,799 reactions and 888 catalyst types from USPTO. Predict which catalyst facilitates the given reaction. (1) Reactant: C(O[C:4](=[O:12])[CH2:5][C:6](=O)[C:7]([F:10])([F:9])[F:8])C.Cl.[Cl:14][C:15]1[CH:20]=[CH:19][CH:18]=[CH:17][C:16]=1[NH:21][NH2:22]. Product: [Cl:14][C:15]1[CH:20]=[CH:19][CH:18]=[CH:17][C:16]=1[N:21]1[C:4]([OH:12])=[CH:5][C:6]([C:7]([F:8])([F:9])[F:10])=[N:22]1. The catalyst class is: 8. (2) Reactant: Cl.[CH2:2]([N:5]1[C:13]2[N:12]=[C:11]([CH2:14][C:15]3[C:24]4[C:19](=[CH:20][C:21]([O:27][CH3:28])=[C:22]([O:25][CH3:26])[CH:23]=4)[CH:18]=[N:17][CH:16]=3)[NH:10][C:9]=2[C:8](=[O:29])[N:7]([CH3:30])[C:6]1=[O:31])[CH:3]=[CH2:4].C(N(C(C)C)CC)(C)C.[OH-:41].[Na+].OO. Product: [CH3:26][O:25][C:22]1[CH:23]=[C:24]2[C:19](=[CH:20][C:21]=1[O:27][CH3:28])[CH:18]=[N:17][CH:16]=[C:15]2[CH2:14][C:11]1[NH:10][C:9]2[C:8](=[O:29])[N:7]([CH3:30])[C:6](=[O:31])[N:5]([CH2:2][CH2:3][CH2:4][OH:41])[C:13]=2[N:12]=1. The catalyst class is: 1. (3) Reactant: F[C:2](F)(F)[C:3]1[CH:8]=[CH:7][C:6]([OH:9])=[CH:5][CH:4]=1.[C:12](OCC)(=[O:14])C.[CH3:18][CH2:19][CH2:20][CH2:21][CH2:22]C. Product: [OH:9][C:6]1[CH:7]=[CH:8][C:3]([C:2]2[CH:22]=[CH:21][CH:20]=[CH:19][CH:18]=2)=[CH:4][C:5]=1[CH:12]=[O:14]. The catalyst class is: 81.